This data is from Catalyst prediction with 721,799 reactions and 888 catalyst types from USPTO. The task is: Predict which catalyst facilitates the given reaction. (1) Reactant: [C:1]([O:5][C:6]([NH:8][C@@H:9]1[CH2:11][C@H:10]1[C:12]1[CH:13]=[C:14]([CH:18]=[CH:19][CH:20]=1)[C:15]([OH:17])=O)=[O:7])([CH3:4])([CH3:3])[CH3:2].F[P-](F)(F)(F)(F)F.N1(OC(N(C)C)=[N+](C)C)C2N=CC=CC=2N=N1.[NH2:45][C:46]1[CH:51]=[CH:50][CH:49]=[CH:48][CH:47]=1.C(N(CC)CC)C. Product: [C:46]1([NH:45][C:15]([C:14]2[CH:13]=[C:12]([C@@H:10]3[CH2:11][C@H:9]3[NH:8][C:6](=[O:7])[O:5][C:1]([CH3:2])([CH3:3])[CH3:4])[CH:20]=[CH:19][CH:18]=2)=[O:17])[CH:51]=[CH:50][CH:49]=[CH:48][CH:47]=1. The catalyst class is: 18. (2) Reactant: [CH2:1]([O:3][C:4](=[O:18])[C:5]1[CH:10]=[CH:9][CH:8]=[C:7]([C:11]2[CH:16]=[CH:15][CH:14]=[C:13]([NH2:17])[CH:12]=2)[CH:6]=1)[CH3:2].C(=O)([O-])[O-].[K+].[K+].[S:25](O[S:25]([C:28]([F:31])([F:30])[F:29])(=[O:27])=[O:26])([C:28]([F:31])([F:30])[F:29])(=[O:27])=[O:26]. Product: [F:29][C:28]([F:31])([F:30])[S:25]([NH:17][C:13]1[CH:12]=[C:11]([C:7]2[CH:8]=[CH:9][CH:10]=[C:5]([C:4]([O:3][CH2:1][CH3:2])=[O:18])[CH:6]=2)[CH:16]=[CH:15][CH:14]=1)(=[O:27])=[O:26]. The catalyst class is: 2. (3) Reactant: CC(C)([O-])C.[K+].[CH:7]1([CH2:12][OH:13])[CH2:11][CH2:10][CH2:9][CH2:8]1.Br[C:15]1[CH:20]=[CH:19][C:18]([Br:21])=[CH:17][N:16]=1.O. Product: [Br:21][C:18]1[CH:19]=[CH:20][C:15]([O:13][CH2:12][CH:7]2[CH2:11][CH2:10][CH2:9][CH2:8]2)=[N:16][CH:17]=1. The catalyst class is: 56. (4) Reactant: [C:1](Cl)(=[O:40])[O:2][CH:3]([CH2:22][CH2:23][CH2:24][CH2:25][CH2:26][CH2:27][CH2:28][CH2:29]/[CH:30]=[CH:31]\[CH2:32]/[CH:33]=[CH:34]\[CH2:35][CH2:36][CH2:37][CH2:38][CH3:39])[CH2:4][CH2:5][CH2:6][CH2:7][CH2:8][CH2:9][CH2:10][CH2:11]/[CH:12]=[CH:13]\[CH2:14]/[CH:15]=[CH:16]\[CH2:17][CH2:18][CH2:19][CH2:20][CH3:21].[CH3:42][N:43]([CH3:66])[CH2:44][CH2:45][CH2:46][NH:47][CH2:48][CH2:49][CH2:50][CH2:51][CH2:52][CH2:53][CH2:54][CH2:55]/[CH:56]=[CH:57]\[CH2:58]/[CH:59]=[CH:60]\[CH2:61][CH2:62][CH2:63][CH2:64][CH3:65].C(N(CC)CC)C. Product: [CH3:66][N:43]([CH3:42])[CH2:44][CH2:45][CH2:46][N:47]([CH2:48][CH2:49][CH2:50][CH2:51][CH2:52][CH2:53][CH2:54][CH2:55]/[CH:56]=[CH:57]\[CH2:58]/[CH:59]=[CH:60]\[CH2:61][CH2:62][CH2:63][CH2:64][CH3:65])[C:1](=[O:40])[O:2][CH:3]([CH2:22][CH2:23][CH2:24][CH2:25][CH2:26][CH2:27][CH2:28][CH2:29]/[CH:30]=[CH:31]\[CH2:32]/[CH:33]=[CH:34]\[CH2:35][CH2:36][CH2:37][CH2:38][CH3:39])[CH2:4][CH2:5][CH2:6][CH2:7][CH2:8][CH2:9][CH2:10][CH2:11]/[CH:12]=[CH:13]\[CH2:14]/[CH:15]=[CH:16]\[CH2:17][CH2:18][CH2:19][CH2:20][CH3:21]. The catalyst class is: 4. (5) Reactant: [C:1]([C:4]1[N:5]=[CH:6][C:7]([NH:10][C:11](=[O:16])[C:12]([CH3:15])([CH3:14])[CH3:13])=[N:8][CH:9]=1)(=[O:3])[CH3:2].[BH4-].[Na+].Cl. The catalyst class is: 353. Product: [OH:3][CH:1]([C:4]1[N:5]=[CH:6][C:7]([NH:10][C:11](=[O:16])[C:12]([CH3:15])([CH3:14])[CH3:13])=[N:8][CH:9]=1)[CH3:2]. (6) Reactant: C(O)(C(F)(F)F)=O.C(OC([NH:15][C@@H:16]([CH:39]([CH2:42][CH3:43])[CH2:40][CH3:41])[C:17]([N:19]([C@@H:23]([CH:36]([CH3:38])[CH3:37])[CH2:24][C@H:25]([C:27]1[S:28][CH:29]=[C:30]([C:32]([O:34][CH3:35])=[O:33])[N:31]=1)[OH:26])[CH2:20][CH2:21][CH3:22])=[O:18])=O)(C)(C)C. Product: [NH2:15][C@@H:16]([CH:39]([CH2:42][CH3:43])[CH2:40][CH3:41])[C:17]([N:19]([C@@H:23]([CH:36]([CH3:38])[CH3:37])[CH2:24][C@H:25]([C:27]1[S:28][CH:29]=[C:30]([C:32]([O:34][CH3:35])=[O:33])[N:31]=1)[OH:26])[CH2:20][CH2:21][CH3:22])=[O:18]. The catalyst class is: 2. (7) Reactant: [NH:1]1[CH:8]=[N:7][C:5]([NH2:6])=[N:4][C:2]1=[O:3].C[Si](N[Si](C)(C)C)(C)C.C[Si](Cl)(C)C.[Si](OS(C(F)(F)F)(=O)=O)(C)(C)C.C(O[C@@H:39]1[O:51][C@H:50]([CH2:52][O:53]C(=O)C)[C@@H:45]([O:46]C(=O)C)[C@H:40]1[O:41]C(=O)C)(=O)C. Product: [C@@H:39]1([N:1]2[CH:8]=[N:7][C:5]([NH2:6])=[N:4][C:2]2=[O:3])[O:51][C@H:50]([CH2:52][OH:53])[C@@H:45]([OH:46])[C@H:40]1[OH:41]. The catalyst class is: 10.